This data is from Catalyst prediction with 721,799 reactions and 888 catalyst types from USPTO. The task is: Predict which catalyst facilitates the given reaction. (1) Reactant: [F:1][C:2]1[CH:7]=[CH:6][CH:5]=[CH:4][C:3]=1[C:8]1[CH2:9][C:10](=[O:19])[N:11]([C:13]2[CH:18]=[CH:17][CH:16]=[CH:15][CH:14]=2)[N:12]=1.CO[CH:22](OC)[N:23]([CH3:25])[CH3:24]. Product: [CH3:22][N:23](/[CH:25]=[C:9]1\[C:10](=[O:19])[N:11]([C:13]2[CH:14]=[CH:15][CH:16]=[CH:17][CH:18]=2)[N:12]=[C:8]\1[C:3]1[CH:4]=[CH:5][CH:6]=[CH:7][C:2]=1[F:1])[CH3:24]. The catalyst class is: 5. (2) Reactant: [OH:1][NH:2][C:3](=[NH:32])[C:4]1[CH:9]=[CH:8][C:7]([O:10][CH2:11][CH2:12][CH2:13][CH2:14][CH2:15][O:16][C:17]2[CH:22]=[CH:21][C:20]([C:23]3[N:24]=[C:25]([CH3:31])[S:26][C:27]=3[CH:28]([CH3:30])[CH3:29])=[CH:19][CH:18]=2)=[CH:6][CH:5]=1.[CH2:33]([S:35]([OH:38])(=[O:37])=[O:36])[CH3:34].CC(C)=O.CCCCCC. Product: [CH3:34][CH2:33][S:35]([OH:38])(=[O:37])=[O:36].[OH:1][NH:2][C:3](=[NH:32])[C:4]1[CH:9]=[CH:8][C:7]([O:10][CH2:11][CH2:12][CH2:13][CH2:14][CH2:15][O:16][C:17]2[CH:22]=[CH:21][C:20]([C:23]3[N:24]=[C:25]([CH3:31])[S:26][C:27]=3[CH:28]([CH3:29])[CH3:30])=[CH:19][CH:18]=2)=[CH:6][CH:5]=1. The catalyst class is: 8. (3) Reactant: C(O[C:6](=O)[N:7]([C:9]1[CH:10]=[N:11][C:12]([Cl:16])=[CH:13][C:14]=1[I:15])C)(C)(C)C.FC(F)(F)C(O)=O. Product: [Cl:16][C:12]1[N:11]=[CH:10][C:9]([NH:7][CH3:6])=[C:14]([I:15])[CH:13]=1. The catalyst class is: 4. (4) Reactant: N1C2C=CC=CC=2N=C1[C:10]1[C:18]2[C:13](=[CH:14][C:15]([C:19]([OH:21])=O)=[CH:16][CH:17]=2)[NH:12][N:11]=1.[NH2:22][C:23]1[CH:28]=[CH:27][C:26]([OH:29])=[CH:25][CH:24]=1.CN(C(ON1N=N[C:40]2[CH:41]=[CH:42][CH:43]=[N:44][C:39]1=2)=[N+](C)C)C.F[P-](F)(F)(F)(F)F.C[N:55]([CH3:58])C=O. Product: [NH:55]1[C:58]2[C:42](=[CH:41][CH:40]=[C:39]3[CH:17]=[CH:18][CH:13]=[CH:14][C:15]3=2)[CH2:43][N:44]1[C:10]1[C:18]2[C:13](=[CH:14][C:15]([C:19]([NH:22][C:23]3[CH:28]=[CH:27][C:26]([OH:29])=[CH:25][CH:24]=3)=[O:21])=[CH:16][CH:17]=2)[NH:12][N:11]=1. The catalyst class is: 66. (5) Reactant: [NH2:1][C:2]1[C:10]([C:11]([OH:13])=[O:12])=[C:9]2[C:5]([CH:6]=[N:7][NH:8]2)=[CH:4][C:3]=1[Cl:14].[Cl:15][C:16]1[C:17]([N:22]2[C:26]([C:27](O)=O)=[CH:25][C:24]([O:30][CH3:31])=[N:23]2)=[N:18][CH:19]=[CH:20][CH:21]=1.N1C=CC=CC=1.CS(Cl)(=O)=O. Product: [Cl:14][C:3]1[CH:4]=[C:5]2[CH:6]=[N:7][NH:8][C:9]2=[C:10]2[C:2]=1[N:1]=[C:27]([C:26]1[N:22]([C:17]3[C:16]([Cl:15])=[CH:21][CH:20]=[CH:19][N:18]=3)[N:23]=[C:24]([O:30][CH3:31])[CH:25]=1)[O:12][C:11]2=[O:13]. The catalyst class is: 7. (6) Reactant: [C:1]([NH:8][C@H:9]([C:18]([OH:20])=[O:19])[CH2:10][C:11]1[CH:16]=[CH:15][C:14]([OH:17])=[CH:13][CH:12]=1)([O:3][C:4]([CH3:7])([CH3:6])[CH3:5])=[O:2].C[O-].[Na+].CO.Cl.[N:27]1[CH:32]=[CH:31][CH:30]=[CH:29][C:28]=1[CH2:33]Cl.O. Product: [C:1]([NH:8][C@H:9]([C:18]([OH:20])=[O:19])[CH2:10][C:11]1[CH:12]=[CH:13][C:14]([O:17][CH2:33][C:28]2[CH:29]=[CH:30][CH:31]=[CH:32][N:27]=2)=[CH:15][CH:16]=1)([O:3][C:4]([CH3:5])([CH3:7])[CH3:6])=[O:2]. The catalyst class is: 5. (7) Reactant: [NH:1]1[CH2:6][CH2:5][CH:4]([C:7]([O:9][CH3:10])=[O:8])[CH2:3][CH2:2]1.C([O-])(O)=O.[Na+].[CH3:16][C:17]([O:20][C:21](O[C:21]([O:20][C:17]([CH3:19])([CH3:18])[CH3:16])=[O:22])=[O:22])([CH3:19])[CH3:18]. Product: [N:1]1([C:21]([O:20][C:17]([CH3:19])([CH3:18])[CH3:16])=[O:22])[CH2:6][CH2:5][CH:4]([C:7]([O:9][CH3:10])=[O:8])[CH2:3][CH2:2]1. The catalyst class is: 2.